This data is from Reaction yield outcomes from USPTO patents with 853,638 reactions. The task is: Predict the reaction yield, written as a fraction of the theoretical maximum amount of product (1.0 means a 100% yield; for example, 0.34 means a 34% yield). (1) The reactants are [CH3:1][NH:2][C:3]1[CH:8]=[C:7]([N+:9]([O-:11])=[O:10])[CH:6]=[CH:5][C:4]=1[NH:12][C:13](=[O:20])[CH2:14][CH2:15][CH2:16][C:17]([OH:19])=[O:18].[OH:21][S:22](O)(=[O:24])=[O:23].[CH2:26](O)[CH3:27]. No catalyst specified. The product is [CH2:13]([O:20][S:22]([OH:24])(=[O:23])=[O:21])[CH3:14].[CH3:1][N:2]1[C:3]2[CH:8]=[C:7]([N+:9]([O-:11])=[O:10])[CH:6]=[CH:5][C:4]=2[N:12]=[C:13]1[CH2:14][CH2:15][CH2:16][C:17]([O:19][CH2:26][CH3:27])=[O:18]. The yield is 0.690. (2) The reactants are [CH3:1][S:2][C:3]1[N:4]=[CH:5][C:6]2[C:15](=[O:16])[N:14]([C:17]3[CH:18]=[C:19]([C:23]4[O:24][CH:25]=[C:26]([C:28]([OH:30])=O)[N:27]=4)[CH:20]=[CH:21][CH:22]=3)[CH2:13][C@H:12]3[N:8]([CH2:9][CH2:10][CH2:11]3)[C:7]=2[N:31]=1.O.N.Cl.C([N:37]=C=NCCCN(C)C)C.ON1C2C=CC=CC=2N=N1. The catalyst is CN(C=O)C.C(OCC)(=O)C. The product is [CH3:1][S:2][C:3]1[N:4]=[CH:5][C:6]2[C:15](=[O:16])[N:14]([C:17]3[CH:18]=[C:19]([C:23]4[O:24][CH:25]=[C:26]([C:28]([NH2:37])=[O:30])[N:27]=4)[CH:20]=[CH:21][CH:22]=3)[CH2:13][C@H:12]3[N:8]([CH2:9][CH2:10][CH2:11]3)[C:7]=2[N:31]=1. The yield is 0.870.